Regression. Given a peptide amino acid sequence and an MHC pseudo amino acid sequence, predict their binding affinity value. This is MHC class I binding data. From a dataset of Peptide-MHC class I binding affinity with 185,985 pairs from IEDB/IMGT. (1) The MHC is HLA-B44:03 with pseudo-sequence HLA-B44:03. The peptide sequence is VEYYPLLFIT. The binding affinity (normalized) is 0.166. (2) The peptide sequence is FTMGVLCLAI. The MHC is HLA-B51:01 with pseudo-sequence HLA-B51:01. The binding affinity (normalized) is 0.162. (3) The peptide sequence is AIITPVVFY. The MHC is HLA-A11:01 with pseudo-sequence HLA-A11:01. The binding affinity (normalized) is 1.00.